This data is from NCI-60 drug combinations with 297,098 pairs across 59 cell lines. The task is: Regression. Given two drug SMILES strings and cell line genomic features, predict the synergy score measuring deviation from expected non-interaction effect. Drug 1: CNC(=O)C1=CC=CC=C1SC2=CC3=C(C=C2)C(=NN3)C=CC4=CC=CC=N4. Drug 2: C1=NNC2=C1C(=O)NC=N2. Cell line: SNB-19. Synergy scores: CSS=7.03, Synergy_ZIP=-0.702, Synergy_Bliss=0.174, Synergy_Loewe=0.729, Synergy_HSA=0.747.